Task: Predict the product of the given reaction.. Dataset: Forward reaction prediction with 1.9M reactions from USPTO patents (1976-2016) (1) Given the reactants BrC1C=CC([C:8]2[CH:21]=[CH:20][C:19]3[C:18]4[C:13](=[CH:14][CH:15]=[CH:16][CH:17]=4)[CH:12]=[CH:11][C:10]=3[CH:9]=2)=CC=1.C1(B(O)O)C2C=CC3C(=CC=CC=3)C=2C=CC=1.[Br:39][C:40]1[CH:41]=[C:42](I)[CH:43]=[CH:44][CH:45]=1, predict the reaction product. The product is: [Br:39][C:40]1[CH:45]=[C:44]([C:10]2[CH:11]=[CH:12][C:21]3[CH:20]=[CH:19][C:18]4[C:17]([C:8]=3[CH:9]=2)=[CH:16][CH:15]=[CH:14][CH:13]=4)[CH:43]=[CH:42][CH:41]=1. (2) Given the reactants [C:1]([C@H:5]1[N:8](CC2C=CC(OC)=CC=2)[C:7](=[O:18])[C@H:6]1[O:19][CH2:20][C:21]1[CH:26]=[CH:25][CH:24]=[CH:23][CH:22]=1)([CH3:4])([CH3:3])[CH3:2], predict the reaction product. The product is: [CH2:20]([O:19][C@H:6]1[C@@H:5]([C:1]([CH3:3])([CH3:2])[CH3:4])[NH:8][C:7]1=[O:18])[C:21]1[CH:22]=[CH:23][CH:24]=[CH:25][CH:26]=1. (3) The product is: [NH2:1][C:2]1[CH:3]=[CH:4][C:5]([F:36])=[C:6]([C@@:8]2([CH3:35])[N:14]=[C:13]([NH2:15])[C@:12]3([CH2:33][F:34])[S:30](=[O:32])(=[O:31])[C@H:9]2[CH2:10][CH2:11]3)[CH:7]=1. Given the reactants [NH2:1][C:2]1[CH:3]=[CH:4][C:5]([F:36])=[C:6]([C@@:8]2([CH3:35])[N:14]=[C:13]([N:15](C(OC(C)(C)C)=O)C(=O)OC(C)(C)C)[C@:12]3([CH2:33][F:34])[S:30](=[O:32])(=[O:31])[C@H:9]2[CH2:10][CH2:11]3)[CH:7]=1.FC(F)(F)C(O)=O, predict the reaction product. (4) Given the reactants [CH3:1][O:2][CH2:3][CH2:4][O:5][C:6]1[CH:7]=[C:8]2[C:12](=[C:13]([N+:15]([O-:17])=[O:16])[CH:14]=1)[NH:11][C:10]([C:18]([O:20][CH2:21][CH3:22])=[O:19])=[CH:9]2.[C:23](=O)([OH:29])[O:24][C:25]([CH3:28])([CH3:27])[CH3:26].O1CCCC1, predict the reaction product. The product is: [CH3:1][O:2][CH2:3][CH2:4][O:5][C:6]1[CH:7]=[C:8]2[C:12](=[C:13]([N+:15]([O-:17])=[O:16])[CH:14]=1)[N:11]([C:23]([O:24][C:25]([CH3:28])([CH3:27])[CH3:26])=[O:29])[C:10]([C:18]([O:20][CH2:21][CH3:22])=[O:19])=[CH:9]2. (5) The product is: [NH2:1][C@@H:2]([C:13]([NH:15][C@H:16]([C:29]([NH:31][C@H:32]([C:36]([O:38][CH3:39])=[O:37])[C@@H:33]([CH3:35])[OH:34])=[O:30])[CH2:17][CH2:18][CH2:19][CH2:20][NH:21][C:22]([O:24][C:25]([CH3:27])([CH3:28])[CH3:26])=[O:23])=[O:14])[CH2:3][C:4]1[C:12]2[C:7](=[CH:8][CH:9]=[CH:10][CH:11]=2)[NH:6][CH:5]=1. Given the reactants [NH:1](C(OCC1C=CC=CC=1)=O)[C@@H:2]([C:13]([NH:15][C@H:16]([C:29]([NH:31][C@H:32]([C:36]([O:38][CH3:39])=[O:37])[C@@H:33]([CH3:35])[OH:34])=[O:30])[CH2:17][CH2:18][CH2:19][CH2:20][NH:21][C:22]([O:24][C:25]([CH3:28])([CH3:27])[CH3:26])=[O:23])=[O:14])[CH2:3][C:4]1[C:12]2[C:7](=[CH:8][CH:9]=[CH:10][CH:11]=2)[NH:6][CH:5]=1, predict the reaction product. (6) Given the reactants [CH3:1][C:2]1[NH:3][C:4]2[C:9]([C:10]=1[CH:11]=O)=[CH:8][C:7]([N+:13]([O-:15])=[O:14])=[CH:6][CH:5]=2.[Cl:16][C:17]1[CH:22]=[CH:21][C:20]([S:23]([CH2:26][C:27]#[N:28])(=[O:25])=[O:24])=[CH:19][CH:18]=1, predict the reaction product. The product is: [Cl:16][C:17]1[CH:18]=[CH:19][C:20]([S:23]([C:26](=[CH:11][C:10]2[C:9]3[C:4](=[CH:5][CH:6]=[C:7]([N+:13]([O-:15])=[O:14])[CH:8]=3)[NH:3][C:2]=2[CH3:1])[C:27]#[N:28])(=[O:24])=[O:25])=[CH:21][CH:22]=1.